From a dataset of Reaction yield outcomes from USPTO patents with 853,638 reactions. Predict the reaction yield, written as a fraction of the theoretical maximum amount of product (1.0 means a 100% yield; for example, 0.34 means a 34% yield). (1) The reactants are [NH2:1][C:2]1[CH:9]=[CH:8][CH:7]=[C:6]([Cl:10])[C:3]=1[CH2:4][OH:5].[C@H:11]1([N:20]=[C:21]=S)[C:19]2[C:14](=[CH:15][CH:16]=[CH:17][CH:18]=2)[CH2:13][CH2:12]1.C1(N=C=NC2CCCCC2)CCCCC1. The catalyst is O1CCCC1.C(OCC)(=O)C.O. The product is [Cl:10][C:6]1[C:3]2[CH2:4][O:5][C:21]([NH:20][C@H:11]3[C:19]4[C:14](=[CH:15][CH:16]=[CH:17][CH:18]=4)[CH2:13][CH2:12]3)=[N:1][C:2]=2[CH:9]=[CH:8][CH:7]=1. The yield is 0.360. (2) The reactants are [CH:1]1([C:4](O)=O)[CH2:3][CH2:2]1.Cl.Cl.[C:9]1([NH2:16])[CH:14]=[CH:13][CH:12]=[CH:11][C:10]=1[NH2:15].[OH-].[Na+]. The catalyst is O. The product is [CH:1]1([C:4]2[NH:15][C:10]3[CH:11]=[CH:12][CH:13]=[CH:14][C:9]=3[N:16]=2)[CH2:3][CH2:2]1. The yield is 0.130. (3) The reactants are [F:1][C:2]1[CH:3]=[C:4]([N+:31]([O-])=O)[CH:5]=[C:6]2[C:10]=1[N:9]([CH2:11][C:12]1[CH:17]=[CH:16][C:15]([CH:18]3[CH2:23][CH2:22][N:21]([C:24]([O:26][C:27]([CH3:30])([CH3:29])[CH3:28])=[O:25])[CH2:20][CH2:19]3)=[CH:14][N:13]=1)[CH2:8][CH2:7]2. The catalyst is Cl.C(O)C.[Zn]. The product is [NH2:31][C:4]1[CH:5]=[C:6]2[C:10](=[C:2]([F:1])[CH:3]=1)[N:9]([CH2:11][C:12]1[CH:17]=[CH:16][C:15]([CH:18]3[CH2:19][CH2:20][N:21]([C:24]([O:26][C:27]([CH3:30])([CH3:29])[CH3:28])=[O:25])[CH2:22][CH2:23]3)=[CH:14][N:13]=1)[CH2:8][CH2:7]2. The yield is 0.930. (4) The reactants are FC(F)(F)C([N:5]1[CH2:11][CH2:10][C:9]2[CH:12]=[CH:13][C:14]([S:16](F)(=[O:18])=[O:17])=[CH:15][C:8]=2[CH2:7][CH2:6]1)=O.[Si:22]([O:29][C:30]1[CH:31]=[C:32](Br)[CH:33]=[CH:34][CH:35]=1)([C:25]([CH3:28])([CH3:27])[CH3:26])([CH3:24])[CH3:23]. No catalyst specified. The product is [Si:22]([O:29][C:30]1[CH:31]=[C:32]([S:16]([C:14]2[CH:13]=[CH:12][C:9]3[CH2:10][CH2:11][NH:5][CH2:6][CH2:7][C:8]=3[CH:15]=2)(=[O:17])=[O:18])[CH:33]=[CH:34][CH:35]=1)([C:25]([CH3:28])([CH3:27])[CH3:26])([CH3:24])[CH3:23]. The yield is 0.800. (5) The catalyst is C1COCC1. The reactants are [H-].[Al+3].[Li+].[H-].[H-].[H-].C[O:8][C:9]([C:11]1[N:15]([CH:16]2[CH2:21][CH2:20][N:19]([C:22]([O:24][C:25]([CH3:28])([CH3:27])[CH3:26])=[O:23])[CH2:18][CH2:17]2)[N:14]=[CH:13][CH:12]=1)=O. The yield is 1.00. The product is [OH:8][CH2:9][C:11]1[N:15]([CH:16]2[CH2:17][CH2:18][N:19]([C:22]([O:24][C:25]([CH3:28])([CH3:27])[CH3:26])=[O:23])[CH2:20][CH2:21]2)[N:14]=[CH:13][CH:12]=1. (6) The reactants are C([O:8][C:9]1[C:10](/[CH:15]=[CH:16]/[C:17]([O:19][CH2:20][CH3:21])=[O:18])=[N:11][CH:12]=[CH:13][CH:14]=1)C1C=CC=CC=1. The catalyst is CO.[Pd]. The product is [OH:8][C:9]1[C:10]([CH2:15][CH2:16][C:17]([O:19][CH2:20][CH3:21])=[O:18])=[N:11][CH:12]=[CH:13][CH:14]=1. The yield is 0.650. (7) The reactants are [NH2:1][C:2]1[N:7]=[CH:6][N:5]=[C:4]2[N:8]([CH2:26][C@H:27]3[CH2:31][CH2:30][CH2:29][N:28]3[C:32](=[O:36])[CH2:33][C:34]#[N:35])[N:9]=[C:10]([C:11]3[CH:16]=[CH:15][C:14]([O:17][C:18]4[CH:23]=[CH:22][CH:21]=[C:20]([F:24])[C:19]=4[F:25])=[CH:13][CH:12]=3)[C:3]=12.N1[CH2:42][CH2:41][CH2:40][CH2:39]C1. The catalyst is CO.C1(C=O)CC1. The product is [NH2:1][C:2]1[N:7]=[CH:6][N:5]=[C:4]2[N:8]([CH2:26][C@H:27]3[CH2:31][CH2:30][CH2:29][N:28]3[C:32]([C:33](=[CH:39][CH:40]3[CH2:42][CH2:41]3)[C:34]#[N:35])=[O:36])[N:9]=[C:10]([C:11]3[CH:16]=[CH:15][C:14]([O:17][C:18]4[CH:23]=[CH:22][CH:21]=[C:20]([F:24])[C:19]=4[F:25])=[CH:13][CH:12]=3)[C:3]=12. The yield is 0.250. (8) The yield is 0.890. The product is [CH3:22][O:23][C:9]1[CH:10]=[CH:3][C:4]2[O:11][C:12]([C:13]3[CH:14]=[CH:15][C:16]([N+:19]([O-:21])=[O:20])=[CH:17][CH:18]=3)=[CH:6][C:5]=2[CH:8]=1. No catalyst specified. The reactants are CO[C:3]1[C:4]([O:11][CH2:12][C:13]2[CH:18]=[CH:17][C:16]([N+:19]([O-:21])=[O:20])=[CH:15][CH:14]=2)=[C:5]([CH:8]=[CH:9][CH:10]=1)[CH:6]=O.[CH3:22][O:23]C1C=CC2OC(C3C=CC(F)=CC=3)=CC=2C=1. (9) The catalyst is CN(C=O)C. The product is [I:1][C:2]1[CH:3]=[C:4]([C:9]2[CH:14]=[CH:13][CH:12]=[CH:11][CH:10]=2)[CH:5]=[CH:6][C:7]=1[O:8][CH3:15]. The reactants are [I:1][C:2]1[CH:3]=[C:4]([C:9]2[CH:14]=[CH:13][CH:12]=[CH:11][CH:10]=2)[CH:5]=[CH:6][C:7]=1[OH:8].[C:15]([O-])([O-])=O.[K+].[K+].CI.O. The yield is 0.250.